This data is from Forward reaction prediction with 1.9M reactions from USPTO patents (1976-2016). The task is: Predict the product of the given reaction. Given the reactants [CH3:1][O:2][C:3]1[CH:4]=[C:5]([CH:26]=[CH:27][C:28]=1[O:29][CH3:30])[O:6][CH2:7][C:8]1[N:12]([CH3:13])[N:11]=[C:10]([C@@H:14]2[CH2:18][CH2:17][CH2:16][N:15]2C(OC(C)(C)C)=O)[CH:9]=1.C(O)(C(F)(F)F)=O, predict the reaction product. The product is: [CH3:1][O:2][C:3]1[CH:4]=[C:5]([CH:26]=[CH:27][C:28]=1[O:29][CH3:30])[O:6][CH2:7][C:8]1[N:12]([CH3:13])[N:11]=[C:10]([C@@H:14]2[CH2:18][CH2:17][CH2:16][NH:15]2)[CH:9]=1.